From a dataset of Forward reaction prediction with 1.9M reactions from USPTO patents (1976-2016). Predict the product of the given reaction. (1) Given the reactants [N+:1]([C:4]1[CH:9]=[CH:8][C:7]([OH:10])=[CH:6][CH:5]=1)([O-:3])=[O:2].C(N(CC)CC)C.[CH2:18](Cl)[CH:19]([CH3:21])[CH3:20].[OH2:23], predict the reaction product. The product is: [CH3:20][CH:19]([CH3:21])[C:18]([O:10][C:7]1[CH:8]=[CH:9][C:4]([N+:1]([O-:3])=[O:2])=[CH:5][CH:6]=1)=[O:23]. (2) Given the reactants [Cl:1][C:2]1[N:7]=[C:6](Cl)[C:5]2=[C:9]([C:12]3[CH:17]=[CH:16][CH:15]=[CH:14][CH:13]=3)[CH:10]=[CH:11][N:4]2[N:3]=1.CCN(C(C)C)C(C)C.[CH2:27]([NH2:34])[C:28]1[CH:33]=[CH:32][CH:31]=[CH:30][CH:29]=1, predict the reaction product. The product is: [CH2:27]([NH:34][C:6]1[C:5]2=[C:9]([C:12]3[CH:17]=[CH:16][CH:15]=[CH:14][CH:13]=3)[CH:10]=[CH:11][N:4]2[N:3]=[C:2]([Cl:1])[N:7]=1)[C:28]1[CH:33]=[CH:32][CH:31]=[CH:30][CH:29]=1. (3) Given the reactants [C:1]([O:5][CH3:6])(=[O:4])[CH:2]=[CH2:3].I[C:8]1[C:16]2[C:11](=[CH:12][CH:13]=[C:14]([NH:17][S:18]([C:21]3[CH:26]=[CH:25][CH:24]=[CH:23][C:22]=3[S:27]([CH3:30])(=[O:29])=[O:28])(=[O:20])=[O:19])[CH:15]=2)[N:10]([C:31]([O:33][C:34]([CH3:37])([CH3:36])[CH3:35])=[O:32])[N:9]=1.C(N(C(C)C)CC)(C)C.[Cl-].[Li+], predict the reaction product. The product is: [CH3:30][S:27]([C:22]1[CH:23]=[CH:24][CH:25]=[CH:26][C:21]=1[S:18]([NH:17][C:14]1[CH:15]=[C:16]2[C:11](=[CH:12][CH:13]=1)[N:10]([C:31]([O:33][C:34]([CH3:37])([CH3:36])[CH3:35])=[O:32])[N:9]=[C:8]2/[CH:3]=[CH:2]/[C:1]([O:5][CH3:6])=[O:4])(=[O:19])=[O:20])(=[O:29])=[O:28]. (4) Given the reactants O=[CH:2][C@@H:3]([NH:5][C:6](=[O:12])[O:7][C:8]([CH3:11])([CH3:10])[CH3:9])[CH3:4].[N+](=[C:15](P(=O)(OC)OC)C(=O)C)=[N-].C(=O)([O-])[O-].[K+].[K+], predict the reaction product. The product is: [CH3:4][C@H:3]([NH:5][C:6](=[O:12])[O:7][C:8]([CH3:11])([CH3:10])[CH3:9])[C:2]#[CH:15]. (5) Given the reactants [NH:1]1[CH2:6][CH:5]=[CH:4][CH2:3][CH2:2]1.[C:7]([O:11][C:12](O[C:12]([O:11][C:7]([CH3:10])([CH3:9])[CH3:8])=[O:13])=[O:13])([CH3:10])([CH3:9])[CH3:8].C(N(CC)CC)C, predict the reaction product. The product is: [C:7]([O:11][C:12]([N:1]1[CH2:2][CH:3]=[CH:4][CH2:5][CH2:6]1)=[O:13])([CH3:10])([CH3:9])[CH3:8]. (6) Given the reactants [N:1]1[C:10]2[C:5](=[CH:6][CH:7]=[CH:8][CH:9]=2)[CH:4]=[CH:3][C:2]=1[NH2:11].C(N(CC)CC)C.Cl[C:20](=[O:26])[C:21]([O:23][CH2:24][CH3:25])=[O:22], predict the reaction product. The product is: [O:26]=[C:20]([NH:11][C:2]1[CH:3]=[CH:4][C:5]2[C:10](=[CH:9][CH:8]=[CH:7][CH:6]=2)[N:1]=1)[C:21]([O:23][CH2:24][CH3:25])=[O:22]. (7) Given the reactants [CH:1]([O:4][C:5]([C:7]1[C:13]2[NH:14][C:15]3[CH:16]=[CH:17][CH:18]=[CH:19][C:20]=3[C:12]=2[C:11]([CH3:22])([CH3:21])[CH2:10][NH:9][CH:8]=1)=[O:6])([CH3:3])[CH3:2].C(N(CC)CC)C.[Cl:30][CH2:31][C:32]1[CH:40]=[CH:39][C:35]([C:36](Cl)=[O:37])=[CH:34][CH:33]=1, predict the reaction product. The product is: [Cl:30][CH2:31][C:32]1[CH:40]=[CH:39][C:35]([C:36]([N:9]2[CH2:10][C:11]([CH3:22])([CH3:21])[C:12]3[C:20]4[CH:19]=[CH:18][CH:17]=[CH:16][C:15]=4[NH:14][C:13]=3[C:7]([C:5]([O:4][CH:1]([CH3:3])[CH3:2])=[O:6])=[CH:8]2)=[O:37])=[CH:34][CH:33]=1. (8) Given the reactants ClC1C=CC(C(C2C=CC([C:18]3[CH:19]=[N:20][NH:21][CH:22]=3)=CC=2)CCN)=CC=1.Cl[C:24]1[CH:29]=[CH:28][C:27]([CH:30]([C:34]2[CH:39]=[CH:38][C:37]([Cl:40])=[CH:36][CH:35]=2)[C:31]([OH:33])=O)=[CH:26][CH:25]=1.[NH3:41].[CH3:42]N, predict the reaction product. The product is: [Cl:40][C:37]1[CH:38]=[CH:39][C:34]([CH:30]([C:27]2[CH:26]=[CH:25][C:24]([C:18]3[CH:19]=[N:20][NH:21][CH:22]=3)=[CH:29][CH:28]=2)[C:31]([NH:41][CH3:42])=[O:33])=[CH:35][CH:36]=1. (9) Given the reactants [CH2:1]([O:8][C:9]1[CH:10]=[C:11]([CH:24]=[CH:25][C:26]=1[O:27][CH2:28][C:29]1[CH:34]=[CH:33][CH:32]=[CH:31][CH:30]=1)[C:12]1[O:13][C:14]2[C:19]([C:20](=[O:23])[C:21]=1[OH:22])=[CH:18][CH:17]=[CH:16][CH:15]=2)[C:2]1[CH:7]=[CH:6][CH:5]=[CH:4][CH:3]=1.[CH2:35](OC1C=C(C=CC=1OCC1C=CC=CC=1)C1OC2C(C(=O)C=1)=CC=C(OC)C=2)C1C=CC=CC=1, predict the reaction product. The product is: [CH2:1]([O:8][C:9]1[CH:10]=[C:11]([CH:24]=[CH:25][C:26]=1[O:27][CH2:28][C:29]1[CH:34]=[CH:33][CH:32]=[CH:31][CH:30]=1)[C:12]1[O:13][C:14]2[C:19]([C:20](=[O:23])[C:21]=1[O:22][CH3:35])=[CH:18][CH:17]=[CH:16][CH:15]=2)[C:2]1[CH:3]=[CH:4][CH:5]=[CH:6][CH:7]=1. (10) Given the reactants [CH:1]1[C:6]([NH2:7])=[CH:5][C:4]([NH2:8])=[C:3]([OH:9])[CH:2]=1.Cl.Cl.[C:12]1([C:22](O)=O)[C:21]2[C:16](=[CH:17][CH:18]=[CH:19][CH:20]=2)[CH:15]=[CH:14][CH:13]=1.[OH-].[Na+], predict the reaction product. The product is: [C:12]1([C:22]2[O:9][C:3]3[CH:2]=[CH:1][C:6]([NH2:7])=[CH:5][C:4]=3[N:8]=2)[C:21]2[C:16](=[CH:17][CH:18]=[CH:19][CH:20]=2)[CH:15]=[CH:14][CH:13]=1.